This data is from Reaction yield outcomes from USPTO patents with 853,638 reactions. The task is: Predict the reaction yield, written as a fraction of the theoretical maximum amount of product (1.0 means a 100% yield; for example, 0.34 means a 34% yield). (1) The reactants are [Br:1][CH2:2][C:3]1[O:7][N:6]=[C:5]([C:8]([C:16]2[CH:21]=[CH:20][CH:19]=[CH:18][CH:17]=2)([C:10]2[CH:15]=[CH:14][CH:13]=[CH:12][CH:11]=2)[OH:9])[CH:4]=1.[F:22][C:23]1[CH:24]=[C:25]([CH:35]=[CH:36][C:37]=1[CH3:38])[O:26][C@@H:27]1[CH:32]2[CH2:33][CH2:34][N:29]([CH2:30][CH2:31]2)[CH2:28]1. The catalyst is C(#N)C. The product is [Br-:1].[F:22][C:23]1[CH:24]=[C:25]([CH:35]=[CH:36][C:37]=1[CH3:38])[O:26][C@@H:27]1[CH:32]2[CH2:33][CH2:34][N+:29]([CH2:2][C:3]3[O:7][N:6]=[C:5]([C:8]([OH:9])([C:16]4[CH:21]=[CH:20][CH:19]=[CH:18][CH:17]=4)[C:10]4[CH:15]=[CH:14][CH:13]=[CH:12][CH:11]=4)[CH:4]=3)([CH2:30][CH2:31]2)[CH2:28]1. The yield is 0.880. (2) The reactants are [NH:1]1[CH2:6][CH2:5][O:4][CH2:3][CH2:2]1.[C:7]([O:11][C:12](=[O:24])[NH:13][CH:14]1[CH2:19][CH2:18][N:17]([CH2:20][CH:21]2[CH2:23][S:22]2)[CH2:16][CH2:15]1)([CH3:10])([CH3:9])[CH3:8]. The catalyst is C(O)C. The product is [C:7]([O:11][C:12](=[O:24])[NH:13][CH:14]1[CH2:15][CH2:16][N:17]([CH2:20][CH:21]([SH:22])[CH2:23][N:1]2[CH2:6][CH2:5][O:4][CH2:3][CH2:2]2)[CH2:18][CH2:19]1)([CH3:9])([CH3:8])[CH3:10]. The yield is 0.670. (3) The reactants are [CH:1]1([C@@H:4]2[CH2:8][N:7]([C:9]([O:11][C:12]([CH3:15])([CH3:14])[CH3:13])=[O:10])[CH2:6][C@H:5]2[C:16](OCC)=[O:17])[CH2:3][CH2:2]1.[Li+].[BH4-]. The catalyst is C1COCC1. The product is [CH:1]1([C@H:4]2[C@H:5]([CH2:16][OH:17])[CH2:6][N:7]([C:9]([O:11][C:12]([CH3:15])([CH3:14])[CH3:13])=[O:10])[CH2:8]2)[CH2:2][CH2:3]1. The yield is 0.760. (4) The reactants are [Br:1][C:2]1[CH:10]=[CH:9][CH:8]=[C:7]2[C:3]=1[CH2:4][CH2:5][C@@H:6]2[OH:11].[CH3:12][C:13]([Si:16](Cl)([CH3:18])[CH3:17])([CH3:15])[CH3:14].N1C=CN=C1. The catalyst is CN(C=O)C.C([O-])(O)=O.[Na+]. The product is [Br:1][C:2]1[CH:10]=[CH:9][CH:8]=[C:7]2[C:3]=1[CH2:4][CH2:5][C@@H:6]2[O:11][Si:16]([C:13]([CH3:15])([CH3:14])[CH3:12])([CH3:18])[CH3:17]. The yield is 0.880. (5) The reactants are [O:1]1[CH:5]=[C:4]([C:6]2[CH:15]=[CH:14][C:9]([O:10][CH2:11][CH2:12][NH2:13])=[CH:8][CH:7]=2)[N:3]=[CH:2]1.[F-].C([N+:21]([CH2:30][CH2:31][CH2:32][CH3:33])([CH2:26][CH2:27][CH2:28]C)CCCC)CCC.[OH2:34].CO.ClCCl. The catalyst is O1CCCC1.C(Cl)(Cl)Cl. The product is [O:1]1[CH:5]=[C:4]([C:6]2[CH:15]=[CH:14][C:9]([O:10][CH2:11][CH2:12][NH:13][CH2:33][C@@H:32]([C:31]3[CH:30]=[N:21][CH:26]=[CH:27][CH:28]=3)[OH:34])=[CH:8][CH:7]=2)[N:3]=[CH:2]1. The yield is 0.520.